This data is from Peptide-MHC class II binding affinity with 134,281 pairs from IEDB. The task is: Regression. Given a peptide amino acid sequence and an MHC pseudo amino acid sequence, predict their binding affinity value. This is MHC class II binding data. (1) The peptide sequence is MLSPMLHHWIKVEYG. The MHC is HLA-DQA10103-DQB10603 with pseudo-sequence HLA-DQA10103-DQB10603. The binding affinity (normalized) is 0. (2) The peptide sequence is PVGFFTALAVLIECH. The MHC is HLA-DQA10501-DQB10201 with pseudo-sequence HLA-DQA10501-DQB10201. The binding affinity (normalized) is 0.378. (3) The peptide sequence is GVLKNEFMSLAFDYW. The MHC is HLA-DPA10201-DPB11401 with pseudo-sequence HLA-DPA10201-DPB11401. The binding affinity (normalized) is 0.310. (4) The peptide sequence is AAATAGTTVYGAFMA. The MHC is HLA-DPA10103-DPB10401 with pseudo-sequence HLA-DPA10103-DPB10401. The binding affinity (normalized) is 0.114.